Dataset: TCR-epitope binding with 47,182 pairs between 192 epitopes and 23,139 TCRs. Task: Binary Classification. Given a T-cell receptor sequence (or CDR3 region) and an epitope sequence, predict whether binding occurs between them. (1) The epitope is HLVDFQVTI. The TCR CDR3 sequence is CARSLINEQFF. Result: 1 (the TCR binds to the epitope). (2) The epitope is RAKFKQLL. The TCR CDR3 sequence is CASSKPLQEETQYF. Result: 0 (the TCR does not bind to the epitope).